This data is from Full USPTO retrosynthesis dataset with 1.9M reactions from patents (1976-2016). The task is: Predict the reactants needed to synthesize the given product. (1) The reactants are: C(C1[N:8]=[CH:7][C:6]([CH:9]([CH3:31])[C:10]([NH:12][CH2:13][C:14]2[C:15]([N:24]3[CH2:29][CH2:28][CH:27]([CH3:30])[CH2:26][CH2:25]3)=[N:16][C:17]([C:20]([F:23])([F:22])[F:21])=[CH:18][CH:19]=2)=[O:11])=[CH:5][CH:4]=1)#N.[OH-:32].[Na+].[CH2:34]([OH:36])[CH3:35]. Given the product [CH3:30][CH:27]1[CH2:28][CH2:29][N:24]([C:15]2[C:14]([CH2:13][NH:12][C:10](=[O:11])[CH:9]([C:6]3[CH:5]=[CH:4][C:35]([C:34]([OH:32])=[O:36])=[N:8][CH:7]=3)[CH3:31])=[CH:19][CH:18]=[C:17]([C:20]([F:23])([F:22])[F:21])[N:16]=2)[CH2:25][CH2:26]1, predict the reactants needed to synthesize it. (2) Given the product [O:1]=[C:2]1[C:10]2[C:5](=[CH:6][CH:7]=[CH:8][C:9]=2[O:11][CH2:12][CH:13]2[CH2:17][CH2:16][CH2:15][O:14]2)[CH2:4][N:3]1[CH2:18][C:19]1[CH:20]=[CH:21][C:22]([C:23]([NH:34][CH2:33][CH:29]2[CH2:30][CH2:31][CH2:32][O:28]2)=[O:24])=[CH:26][CH:27]=1, predict the reactants needed to synthesize it. The reactants are: [O:1]=[C:2]1[C:10]2[C:5](=[CH:6][CH:7]=[CH:8][C:9]=2[O:11][CH2:12][CH:13]2[CH2:17][CH2:16][CH2:15][O:14]2)[CH2:4][N:3]1[CH2:18][C:19]1[CH:27]=[CH:26][C:22]([C:23](O)=[O:24])=[CH:21][CH:20]=1.[O:28]1[CH2:32][CH2:31][CH2:30][CH:29]1[CH2:33][NH2:34].C(N(CC)CC)C. (3) Given the product [CH3:2][O:3][C:4](=[O:17])[C@H:5]([NH:16][C:40]([C:38]1[C:32]2[O:33][CH2:34][CH2:35][CH2:36][CH2:37][C:31]=2[CH:30]=[C:29]([C:21]2[CH:22]=[C:23]([C:25](=[O:28])[NH:26][CH3:27])[CH:24]=[C:19]([F:18])[CH:20]=2)[CH:39]=1)=[O:41])[CH2:6][C:7]1[C:15]2[C:10](=[CH:11][CH:12]=[CH:13][CH:14]=2)[NH:9][CH:8]=1, predict the reactants needed to synthesize it. The reactants are: Cl.[CH3:2][O:3][C:4](=[O:17])[C@H:5]([NH2:16])[CH2:6][C:7]1[C:15]2[C:10](=[CH:11][CH:12]=[CH:13][CH:14]=2)[NH:9][CH:8]=1.[F:18][C:19]1[CH:20]=[C:21]([C:29]2[CH:39]=[C:38]([C:40](O)=[O:41])[C:32]3[O:33][CH2:34][CH2:35][CH2:36][CH2:37][C:31]=3[CH:30]=2)[CH:22]=[C:23]([C:25](=[O:28])[NH:26][CH3:27])[CH:24]=1.C1C=C2N=NN(O)C2=CC=1.O.CCN=C=NCCCN(C)C.